The task is: Predict the reactants needed to synthesize the given product.. This data is from Full USPTO retrosynthesis dataset with 1.9M reactions from patents (1976-2016). (1) The reactants are: CC([N:5]([CH2:9][CH2:10][CH2:11][N:12]1[CH2:17][CH2:16][CH:15]([O:18][C:19]2[CH:20]=[C:21]([CH2:29][CH2:30][CH2:31][CH3:32])[CH:22]=[C:23]3[C:28]=2[N:27]=[CH:26][CH:25]=[CH:24]3)[CH2:14][CH2:13]1)C(=O)[O-])(C)C.Cl. Given the product [CH2:29]([C:21]1[CH:22]=[C:23]2[C:28](=[C:19]([O:18][CH:15]3[CH2:16][CH2:17][N:12]([CH2:11][CH2:10][CH2:9][NH2:5])[CH2:13][CH2:14]3)[CH:20]=1)[N:27]=[CH:26][CH:25]=[CH:24]2)[CH2:30][CH2:31][CH3:32], predict the reactants needed to synthesize it. (2) Given the product [CH3:17][NH:1][CH:2]1[CH2:3][CH2:4][N:5]([C:8]([O:10][C:11]([CH3:14])([CH3:13])[CH3:12])=[O:9])[CH2:6][CH2:7]1, predict the reactants needed to synthesize it. The reactants are: [NH2:1][CH:2]1[CH2:7][CH2:6][N:5]([C:8]([O:10][C:11]([CH3:14])([CH3:13])[CH3:12])=[O:9])[CH2:4][CH2:3]1.CI.[CH3:17]CN(CC)CC.C([O-])(O)=O.[Na+]. (3) The reactants are: C(OC([N:8]1[CH2:13][CH2:12][CH2:11][CH:10]([N:14]2[C:27]3[CH:26]=[C:25]([Cl:28])[CH:24]=[CH:23][C:22]=3[S:21][C:20]3[C:15]2=[CH:16][CH:17]=[CH:18][CH:19]=3)[CH2:9]1)=O)(C)(C)C.Cl. Given the product [Cl:28][C:25]1[CH:24]=[CH:23][C:22]2[S:21][C:20]3[C:15](=[CH:16][CH:17]=[CH:18][CH:19]=3)[N:14]([CH:10]3[CH2:11][CH2:12][CH2:13][NH:8][CH2:9]3)[C:27]=2[CH:26]=1, predict the reactants needed to synthesize it.